From a dataset of Forward reaction prediction with 1.9M reactions from USPTO patents (1976-2016). Predict the product of the given reaction. (1) Given the reactants CC1C=CC(S(OCC2CC3C=CC=C(C4C=CC=CC=4)C=3O2)(=O)=O)=CC=1.[N-]=[N+]=[N-].[Na+].N(CC1CC2C=C(Cl)C=C(C3C=CSC=3)C=2O1)=[N+]=[N-].[C:51]1([C:57]2[C:65]3[O:64][CH:63]([CH2:66][N:67]=[N+]=[N-])[CH2:62][C:61]=3[CH:60]=[CH:59][CH:58]=2)[CH:56]=[CH:55][CH:54]=[CH:53][CH:52]=1.[N-]=[N+]=[N-], predict the reaction product. The product is: [C:51]1([C:57]2[C:65]3[O:64][CH:63]([CH2:66][NH2:67])[CH2:62][C:61]=3[CH:60]=[CH:59][CH:58]=2)[CH:52]=[CH:53][CH:54]=[CH:55][CH:56]=1. (2) Given the reactants Br[C:2]1[CH:3]=[C:4]([F:32])[C:5]([CH2:8][N:9]2[C:18]3[C:17]([F:19])=[CH:16][CH:15]=[C:14]([F:20])[C:13]=3[C:12]3=[N:21][N:22]([C:25]4[CH:30]=[CH:29][CH:28]=[CH:27][C:26]=4[F:31])[C:23](=[O:24])[C:11]3=[CH:10]2)=[N:6][CH:7]=1.[CH3:33][N:34]1[CH:38]=[C:37](B2OC(C)(C)C(C)(C)O2)[CH:36]=[N:35]1.C(=O)([O-])[O-].[K+].[K+].C1(P(C2CCCCC2)C2C=CC=CC=2C2C(C(C)C)=CC(C(C)C)=CC=2C(C)C)CCCCC1, predict the reaction product. The product is: [F:19][C:17]1[C:18]2[N:9]([CH2:8][C:5]3[C:4]([F:32])=[CH:3][C:2]([C:37]4[CH:36]=[N:35][N:34]([CH3:33])[CH:38]=4)=[CH:7][N:6]=3)[CH:10]=[C:11]3[C:23](=[O:24])[N:22]([C:25]4[CH:30]=[CH:29][CH:28]=[CH:27][C:26]=4[F:31])[N:21]=[C:12]3[C:13]=2[C:14]([F:20])=[CH:15][CH:16]=1. (3) Given the reactants [OH:1][CH2:2][C:3]1[CH:4]=[C:5]([CH:11]=[CH:12][C:13]=1[CH2:14][NH:15][CH:16]1[C:25]2[N:24]=[CH:23][CH:22]=[CH:21][C:20]=2[CH2:19][CH2:18][CH2:17]1)[CH2:6][NH:7][C:8](=[O:10])[CH3:9].[Cl:26][C:27]1[CH:28]=[C:29]([CH3:35])[C:30]([CH:33]=O)=[N:31][CH:32]=1.[BH-](OC(C)=O)(OC(C)=O)OC(C)=O.[Na+], predict the reaction product. The product is: [Cl:26][C:27]1[CH:28]=[C:29]([CH3:35])[C:30]([CH2:33][N:15]([CH2:14][C:13]2[CH:12]=[CH:11][C:5]([CH2:6][NH:7][C:8](=[O:10])[CH3:9])=[CH:4][C:3]=2[CH2:2][OH:1])[CH:16]2[C:25]3[N:24]=[CH:23][CH:22]=[CH:21][C:20]=3[CH2:19][CH2:18][CH2:17]2)=[N:31][CH:32]=1. (4) Given the reactants [NH2:1][C:2]1[S:3][CH:4]=[C:5]([CH3:7])[N:6]=1.C[Al](C)C.C[O:13][C:14](=O)[C:15]1[CH:20]=[CH:19][N:18]=[C:17]([C:21]#[C:22][C:23]2[C:24]([C:29]3[CH:34]=[CH:33][CH:32]=[CH:31][CH:30]=3)=[N:25][O:26][C:27]=2[CH3:28])[CH:16]=1.S([O-])([O-])(=O)=O.[Mg+2], predict the reaction product. The product is: [CH3:28][C:27]1[O:26][N:25]=[C:24]([C:29]2[CH:34]=[CH:33][CH:32]=[CH:31][CH:30]=2)[C:23]=1[C:22]#[C:21][C:17]1[CH:16]=[C:15]([CH:20]=[CH:19][N:18]=1)[C:14]([NH:1][C:2]1[S:3][CH:4]=[C:5]([CH3:7])[N:6]=1)=[O:13]. (5) Given the reactants [OH:1][C@@:2]1([C:9]#[C:10][C:11]2[CH:12]=[C:13]([C:17]3[C:22]4[N:23]=[CH:24][N:25]([CH3:26])[C:21]=4[CH:20]=[C:19]([C:27]([O:29]C)=O)[N:18]=3)[CH:14]=[CH:15][CH:16]=2)[CH2:6][CH2:5][N:4]([CH3:7])[C:3]1=[O:8].[NH3:31], predict the reaction product. The product is: [OH:1][C@@:2]1([C:9]#[C:10][C:11]2[CH:12]=[C:13]([C:17]3[C:22]4[N:23]=[CH:24][N:25]([CH3:26])[C:21]=4[CH:20]=[C:19]([C:27]([NH2:31])=[O:29])[N:18]=3)[CH:14]=[CH:15][CH:16]=2)[CH2:6][CH2:5][N:4]([CH3:7])[C:3]1=[O:8]. (6) Given the reactants C(O[C:6](=[O:26])[NH:7][C@H:8]([C:15](=[O:25])[NH:16][CH2:17][CH2:18][CH2:19][N:20]1[CH2:24][CH2:23][CH2:22][CH2:21]1)[CH2:9][C:10]1[S:11][CH:12]=[CH:13][CH:14]=1)(C)(C)C.C(Cl)CCl.[CH:31]1[CH:32]=[CH:33][C:34]2[N:39](O)N=N[C:35]=2[CH:36]=1.C(OC(N[C@@H:49]([CH2:53][C:54]1S[CH:56]=[CH:57][CH:58]=1)C(O)=O)=O)(C)(C)C.N1(CCCN)CCCC1.CN1CCOCC1, predict the reaction product. The product is: [C:31]1([C:49]2[CH:53]=[CH:54][CH:58]=[CH:57][CH:56]=2)[CH:36]=[CH:35][C:34]([NH:39][C:6](=[O:26])[NH:7][C@@H:8]([CH2:9][C:10]2[S:11][CH:12]=[CH:13][CH:14]=2)[C:15]([NH:16][CH2:17][CH2:18][CH2:19][N:20]2[CH2:21][CH2:22][CH2:23][CH2:24]2)=[O:25])=[CH:33][CH:32]=1. (7) Given the reactants Cl[C:2]1[N:11]=[C:10]([CH3:12])[C:9]([N+:13]([O-])=O)=[CH:8][C:3]=1[C:4]([O:6][CH3:7])=[O:5].C([O-])=O.[NH4+], predict the reaction product. The product is: [NH2:13][C:9]1[C:10]([CH3:12])=[N:11][CH:2]=[C:3]([CH:8]=1)[C:4]([O:6][CH3:7])=[O:5].